This data is from Forward reaction prediction with 1.9M reactions from USPTO patents (1976-2016). The task is: Predict the product of the given reaction. (1) Given the reactants [CH3:1][C:2]1[CH:3]=[C:4]([OH:11])[CH:5]=[CH:6][C:7]=1[N+:8]([O-:10])=[O:9].[Br-:12].[Br-:13].[Br-].C([N+](C)(C)C)C1C=CC=CC=1.C([N+](C)(C)C)C1C=CC=CC=1.C([N+](C)(C)C)C1C=CC=CC=1.C([O-])([O-])=O.[Ca+2].Cl, predict the reaction product. The product is: [Br:12][C:3]1[C:2]([CH3:1])=[C:7]([N+:8]([O-:10])=[O:9])[CH:6]=[C:5]([Br:13])[C:4]=1[OH:11]. (2) Given the reactants [OH:1][C@H:2]1[CH2:7][CH2:6][C@H:5]([NH:8][C:9]([C:11]2[C:19]3[C:14](=[N:15][CH:16]=[C:17]([C:20]4[C:28]5[C:23](=[CH:24][C:25]([Cl:29])=[CH:26][CH:27]=5)[N:22]([CH3:30])[N:21]=4)[N:18]=3)[N:13](COCC[Si](C)(C)C)[CH:12]=2)=[O:10])[CH2:4][CH2:3]1.FC(F)(F)C(O)=O.C(N)CN, predict the reaction product. The product is: [OH:1][C@H:2]1[CH2:7][CH2:6][C@H:5]([NH:8][C:9]([C:11]2[C:19]3[C:14](=[N:15][CH:16]=[C:17]([C:20]4[C:28]5[C:23](=[CH:24][C:25]([Cl:29])=[CH:26][CH:27]=5)[N:22]([CH3:30])[N:21]=4)[N:18]=3)[NH:13][CH:12]=2)=[O:10])[CH2:4][CH2:3]1.